Dataset: Forward reaction prediction with 1.9M reactions from USPTO patents (1976-2016). Task: Predict the product of the given reaction. Given the reactants Cl.[CH3:2][NH:3][O:4][CH3:5].C(N(CC)CC)C.[F:13][C:14]1[N:19]=[CH:18][C:17]([C:20](Cl)=[O:21])=[CH:16][CH:15]=1.O, predict the reaction product. The product is: [F:13][C:14]1[N:19]=[CH:18][C:17]([C:20]([N:3]([O:4][CH3:5])[CH3:2])=[O:21])=[CH:16][CH:15]=1.